Task: Regression. Given two drug SMILES strings and cell line genomic features, predict the synergy score measuring deviation from expected non-interaction effect.. Dataset: NCI-60 drug combinations with 297,098 pairs across 59 cell lines (1) Drug 1: CC(C1=C(C=CC(=C1Cl)F)Cl)OC2=C(N=CC(=C2)C3=CN(N=C3)C4CCNCC4)N. Drug 2: C(CN)CNCCSP(=O)(O)O. Cell line: SR. Synergy scores: CSS=56.6, Synergy_ZIP=3.78, Synergy_Bliss=3.59, Synergy_Loewe=-31.7, Synergy_HSA=2.03. (2) Drug 1: CN(CC1=CN=C2C(=N1)C(=NC(=N2)N)N)C3=CC=C(C=C3)C(=O)NC(CCC(=O)O)C(=O)O. Cell line: SK-MEL-28. Synergy scores: CSS=33.8, Synergy_ZIP=-4.32, Synergy_Bliss=-6.49, Synergy_Loewe=-47.3, Synergy_HSA=-4.35. Drug 2: C(CCl)NC(=O)N(CCCl)N=O. (3) Drug 1: CCCCC(=O)OCC(=O)C1(CC(C2=C(C1)C(=C3C(=C2O)C(=O)C4=C(C3=O)C=CC=C4OC)O)OC5CC(C(C(O5)C)O)NC(=O)C(F)(F)F)O. Drug 2: B(C(CC(C)C)NC(=O)C(CC1=CC=CC=C1)NC(=O)C2=NC=CN=C2)(O)O. Cell line: HOP-92. Synergy scores: CSS=69.7, Synergy_ZIP=3.92, Synergy_Bliss=4.09, Synergy_Loewe=-3.85, Synergy_HSA=3.48. (4) Drug 1: C1=CC(=CC=C1CCCC(=O)O)N(CCCl)CCCl. Drug 2: CC1C(C(CC(O1)OC2CC(OC(C2O)C)OC3=CC4=CC5=C(C(=O)C(C(C5)C(C(=O)C(C(C)O)O)OC)OC6CC(C(C(O6)C)O)OC7CC(C(C(O7)C)O)OC8CC(C(C(O8)C)O)(C)O)C(=C4C(=C3C)O)O)O)O. Cell line: SK-MEL-2. Synergy scores: CSS=14.3, Synergy_ZIP=8.68, Synergy_Bliss=9.44, Synergy_Loewe=7.95, Synergy_HSA=8.34. (5) Drug 1: C1=CC(=CC=C1CCC2=CNC3=C2C(=O)NC(=N3)N)C(=O)NC(CCC(=O)O)C(=O)O. Drug 2: C1CCC(CC1)NC(=O)N(CCCl)N=O. Cell line: MDA-MB-435. Synergy scores: CSS=7.41, Synergy_ZIP=-3.51, Synergy_Bliss=-1.87, Synergy_Loewe=-37.1, Synergy_HSA=-3.90.